Dataset: Forward reaction prediction with 1.9M reactions from USPTO patents (1976-2016). Task: Predict the product of the given reaction. (1) Given the reactants [Br:1][C:2]1[CH:3]=[N:4][C:5]2[N:6]([N:8]=[C:9]([C:11]([OH:13])=O)[CH:10]=2)[CH:7]=1.[CH3:14][O:15][C:16]1[CH:17]=[C:18]2[C:23](=[CH:24][C:25]=1[O:26][CH3:27])[CH:22]([CH3:28])[NH:21][CH2:20][CH2:19]2, predict the reaction product. The product is: [Br:1][C:2]1[CH:3]=[N:4][C:5]2[N:6]([N:8]=[C:9]([C:11]([N:21]3[CH2:20][CH2:19][C:18]4[C:23](=[CH:24][C:25]([O:26][CH3:27])=[C:16]([O:15][CH3:14])[CH:17]=4)[CH:22]3[CH3:28])=[O:13])[CH:10]=2)[CH:7]=1. (2) Given the reactants [CH3:1][O:2][C:3]1[CH:4]=[C:5]([S:11]([C:14]2[S:18][C:17]([CH2:19][N:20](C)[C:21](=O)OC(C)(C)C)=[N:16][C:15]=2[C:29]2[C:30]([F:35])=[N:31][CH:32]=[CH:33][CH:34]=2)(=[O:13])=[O:12])[CH:6]=[CH:7][C:8]=1[O:9][CH3:10].C(OCC)(=O)C.[ClH:42], predict the reaction product. The product is: [ClH:42].[CH3:1][O:2][C:3]1[CH:4]=[C:5]([S:11]([C:14]2[S:18][C:17]([CH2:19][NH:20][CH3:21])=[N:16][C:15]=2[C:29]2[C:30]([F:35])=[N:31][CH:32]=[CH:33][CH:34]=2)(=[O:13])=[O:12])[CH:6]=[CH:7][C:8]=1[O:9][CH3:10]. (3) Given the reactants Cl.N[C@H]1CCN([C@@H](COC)C(N2CCOCC2)=O)C1=O.[CH3:21][CH:22]([O:24][CH2:25][C@H:26]([NH:35]C(=O)OC(C)(C)C)[C:27]([N:29]1[CH2:34][CH2:33][O:32][CH2:31][CH2:30]1)=[O:28])[CH3:23], predict the reaction product. The product is: [CH3:23][CH:22]([O:24][CH2:25][C@H:26]([NH2:35])[C:27]([N:29]1[CH2:34][CH2:33][O:32][CH2:31][CH2:30]1)=[O:28])[CH3:21]. (4) Given the reactants [Cl:1][C:2]1[CH:25]=[CH:24][C:5]([CH2:6][S:7]([C:10]2[CH:11]=[C:12]([C:15]([C:17]3[C:18](Cl)=[N:19][CH:20]=[CH:21][CH:22]=3)=O)[NH:13][CH:14]=2)(=[O:9])=[O:8])=[CH:4][CH:3]=1.O.[NH2:27][NH2:28].O, predict the reaction product. The product is: [Cl:1][C:2]1[CH:25]=[CH:24][C:5]([CH2:6][S:7]([C:10]2[CH:11]=[C:12]([C:15]3[C:17]4[C:18](=[N:19][CH:20]=[CH:21][CH:22]=4)[NH:28][N:27]=3)[NH:13][CH:14]=2)(=[O:9])=[O:8])=[CH:4][CH:3]=1. (5) Given the reactants [CH2:1]([C:5]1[N:6]=[C:7]([C:12]2[CH:17]=[CH:16][C:15]([C:18]([F:21])([F:20])[F:19])=[CH:14][CH:13]=2)[S:8][C:9]=1[CH2:10]Cl)[CH2:2][CH2:3][CH3:4].C(=O)([O-])[O-].[Cs+].[Cs+].[OH:28][C:29]1[CH:30]=[C:31]([CH2:35][CH2:36][C:37]([O:39][CH3:40])=[O:38])[CH:32]=[CH:33][CH:34]=1.O, predict the reaction product. The product is: [CH3:40][O:39][C:37](=[O:38])[CH2:36][CH2:35][C:31]1[CH:32]=[CH:33][CH:34]=[C:29]([O:28][CH2:10][C:9]2[S:8][C:7]([C:12]3[CH:17]=[CH:16][C:15]([C:18]([F:21])([F:20])[F:19])=[CH:14][CH:13]=3)=[N:6][C:5]=2[CH2:1][CH2:2][CH2:3][CH3:4])[CH:30]=1. (6) Given the reactants [Cl:1][C:2]1[CH:7]=[CH:6][C:5]([C@@H:8]([NH:10][CH2:11][CH2:12][C:13]2([OH:26])[CH2:25][CH2:24][C:16]3([O:21][CH2:20][C:19]([CH3:23])([CH3:22])[CH2:18][O:17]3)[CH2:15][CH2:14]2)[CH3:9])=[CH:4][CH:3]=1.Cl[C:28](Cl)([O:30]C(=O)OC(Cl)(Cl)Cl)Cl, predict the reaction product. The product is: [Cl:1][C:2]1[CH:3]=[CH:4][C:5]([C@@H:8]([N:10]2[CH2:11][CH2:12][C:13]3([CH2:14][CH2:15][C:16](=[O:21])[CH2:24][CH2:25]3)[O:26][C:28]2=[O:30])[CH3:9])=[CH:6][CH:7]=1.[Cl:1][C:2]1[CH:7]=[CH:6][C:5]([C@@H:8]([N:10]2[CH2:11][CH2:12][C:13]3([CH2:14][CH2:15][C:16]4([O:17][CH2:18][C:19]([CH3:23])([CH3:22])[CH2:20][O:21]4)[CH2:24][CH2:25]3)[O:26][C:28]2=[O:30])[CH3:9])=[CH:4][CH:3]=1. (7) Given the reactants [C:1]([O:4][C:5]1[C:14]([CH3:15])=[C:13]2[C:8]([C:9]([CH3:18])=[C:10]([CH3:17])[C:11](=[O:16])[O:12]2)=[CH:7][CH:6]=1)(=[O:3])[CH3:2].[Br:19]N1C(=O)CCC1=O.C(OOC(=O)C1C=CC=CC=1)(=O)C1C=CC=CC=1, predict the reaction product. The product is: [C:1]([O:4][C:5]1[C:14]([CH3:15])=[C:13]2[C:8]([C:9]([CH3:18])=[C:10]([CH2:17][Br:19])[C:11](=[O:16])[O:12]2)=[CH:7][CH:6]=1)(=[O:3])[CH3:2].